The task is: Predict the reaction yield, written as a fraction of the theoretical maximum amount of product (1.0 means a 100% yield; for example, 0.34 means a 34% yield).. This data is from Reaction yield outcomes from USPTO patents with 853,638 reactions. (1) The reactants are [NH2:1][C:2]1[C:3]([NH:12][CH2:13][CH:14]([O:17][CH3:18])[O:15][CH3:16])=[C:4]([CH:9]=[CH:10][CH:11]=1)[C:5]([O:7][CH3:8])=[O:6].[S:19](=[O:23])(=[O:22])(N)N. The catalyst is COCCOCCOC. The product is [CH3:16][O:15][CH:14]([O:17][CH3:18])[CH2:13][N:12]1[C:3]2[C:4]([C:5]([O:7][CH3:8])=[O:6])=[CH:9][CH:10]=[CH:11][C:2]=2[NH:1][S:19]1(=[O:23])=[O:22]. The yield is 0.270. (2) The reactants are Br[C:2]1[C:3](=[O:10])[CH2:4][CH2:5][C:6]=1[O:7][CH2:8][CH3:9].C([O-])([O-])=O.[K+].[K+].[F:17][C:18]1[CH:23]=[CH:22][C:21](B(O)O)=[CH:20][CH:19]=1. The catalyst is C1(C)C=CC=CC=1.C1C=CC=CC=1.O.CCO.C1C=CC([P]([Pd]([P](C2C=CC=CC=2)(C2C=CC=CC=2)C2C=CC=CC=2)([P](C2C=CC=CC=2)(C2C=CC=CC=2)C2C=CC=CC=2)[P](C2C=CC=CC=2)(C2C=CC=CC=2)C2C=CC=CC=2)(C2C=CC=CC=2)C2C=CC=CC=2)=CC=1.C1C=CC([P]([Pd]([P](C2C=CC=CC=2)(C2C=CC=CC=2)C2C=CC=CC=2)([P](C2C=CC=CC=2)(C2C=CC=CC=2)C2C=CC=CC=2)[P](C2C=CC=CC=2)(C2C=CC=CC=2)C2C=CC=CC=2)(C2C=CC=CC=2)C2C=CC=CC=2)=CC=1.C1C=CC(/C=C/C(/C=C/C2C=CC=CC=2)=O)=CC=1.C1C=CC(/C=C/C(/C=C/C2C=CC=CC=2)=O)=CC=1.[Pd].C1C=CC(/C=C/C(/C=C/C2C=CC=CC=2)=O)=CC=1.C1C=CC(/C=C/C(/C=C/C2C=CC=CC=2)=O)=CC=1.C1C=CC(/C=C/C(/C=C/C2C=CC=CC=2)=O)=CC=1.[Pd].[Pd].C1(P(C2C=CC=CC=2)C2C=CC=CC=2)C=CC=CC=1. The product is [CH2:8]([O:7][C:6]1[CH2:5][CH2:4][C:3](=[O:10])[C:2]=1[C:21]1[CH:22]=[CH:23][C:18]([F:17])=[CH:19][CH:20]=1)[CH3:9]. The yield is 0.700. (3) The reactants are [H-].[Na+].[Cl:3][C:4]1[CH:9]=[C:8]([Cl:10])[CH:7]=[CH:6][C:5]=1[N:11]1[C:17]2=[N:18][C:19]3[CH:24]=[CH:23][CH:22]=[C:21]([N:25]([CH2:28][CH3:29])[CH2:26][CH3:27])[C:20]=3[N:16]2[CH2:15][CH:14]([OH:30])[CH2:13][CH2:12]1.CI.[C:33](OCC)(=O)C. The yield is 0.950. The catalyst is O1CCCC1. The product is [Cl:3][C:4]1[CH:9]=[C:8]([Cl:10])[CH:7]=[CH:6][C:5]=1[N:11]1[C:17]2=[N:18][C:19]3[C:20](=[C:21]([N:25]([CH2:28][CH3:29])[CH2:26][CH3:27])[CH:22]=[CH:23][CH:24]=3)[N:16]2[CH2:15][CH:14]([O:30][CH3:33])[CH2:13][CH2:12]1. (4) The reactants are Cl[C:2]1[CH2:7][CH2:6][CH2:5][CH2:4][C:3]=1[C:8]#[N:9].C(=O)([O-])[O-].[K+].[K+].[SH:16][CH2:17][C:18]([O:20][CH2:21][CH3:22])=[O:19]. The catalyst is C(O)C.O1CCCC1. The product is [NH2:9][C:8]1[C:3]2[CH2:4][CH2:5][CH2:6][CH2:7][C:2]=2[S:16][C:17]=1[C:18]([O:20][CH2:21][CH3:22])=[O:19]. The yield is 0.500. (5) The reactants are [F:1][C:2]1[CH:7]=[C:6]([F:8])[CH:5]=[CH:4][C:3]=1[C:9]1[CH:14]=[CH:13][N:12]=[C:11]([N:15]2[CH2:20][CH2:19][N:18](C(OC(C)(C)C)=O)[CH2:17][CH2:16]2)[CH:10]=1.[ClH:28].CO. The catalyst is CO. The product is [ClH:28].[ClH:28].[F:1][C:2]1[CH:7]=[C:6]([F:8])[CH:5]=[CH:4][C:3]=1[C:9]1[CH:14]=[CH:13][N:12]=[C:11]([N:15]2[CH2:16][CH2:17][NH:18][CH2:19][CH2:20]2)[CH:10]=1. The yield is 0.980. (6) The reactants are [CH2:1]=P(C1C=CC=CC=1)(C1C=CC=CC=1)C1C=CC=CC=1.CC(C)([O-])C.[K+].[CH:27]([C:29]1[CH:36]=[CH:35][C:32]([CH:33]=[CH2:34])=[CH:31][CH:30]=1)=O.O. The catalyst is [Br-].C[P+](C1C=CC=CC=1)(C1C=CC=CC=1)C1C=CC=CC=1.O1CCCC1. The product is [CH:27]([C:29]1[CH:36]=[CH:35][C:32]([CH:33]=[CH2:34])=[CH:31][CH:30]=1)=[CH2:1]. The yield is 0.660. (7) The reactants are [CH2:1]([O:8][C:9]1[CH:14]=[C:13](F)[CH:12]=[CH:11][C:10]=1[N+:16]([O-:18])=[O:17])[C:2]1[CH:7]=[CH:6][CH:5]=[CH:4][CH:3]=1.[K].[OH:20][C:21]1[CH:36]=[CH:35][C:24]([C:25]([O:27][CH2:28][C:29]2[CH:34]=[CH:33][CH:32]=[CH:31][CH:30]=2)=[O:26])=[CH:23][CH:22]=1. The catalyst is CS(C)=O. The product is [N+:16]([C:10]1[CH:11]=[CH:12][C:13]([O:20][C:21]2[CH:36]=[CH:35][C:24]([C:25]([O:27][CH2:28][C:29]3[CH:34]=[CH:33][CH:32]=[CH:31][CH:30]=3)=[O:26])=[CH:23][CH:22]=2)=[CH:14][C:9]=1[O:8][CH2:1][C:2]1[CH:7]=[CH:6][CH:5]=[CH:4][CH:3]=1)([O-:18])=[O:17]. The yield is 0.910. (8) The reactants are [Cl:1][C:2]1[N:7]=[C:6]([C:8]2[S:12][C:11]([CH:13]([CH3:15])[CH3:14])=[N:10][C:9]=2[C:16]2[CH:17]=[CH:18][C:19]([F:23])=[C:20]([NH2:22])[CH:21]=2)[CH:5]=[CH:4][N:3]=1.N1C=CC=CC=1.[CH3:30][N:31]1[CH:35]=[C:34]([S:36](Cl)(=[O:38])=[O:37])[N:33]=[CH:32]1. The catalyst is CN(C=O)C. The product is [Cl:1][C:2]1[N:7]=[C:6]([C:8]2[S:12][C:11]([CH:13]([CH3:15])[CH3:14])=[N:10][C:9]=2[C:16]2[CH:17]=[CH:18][C:19]([F:23])=[C:20]([NH:22][S:36]([C:34]3[N:33]=[CH:32][N:31]([CH3:30])[CH:35]=3)(=[O:38])=[O:37])[CH:21]=2)[CH:5]=[CH:4][N:3]=1. The yield is 0.660.